From a dataset of Forward reaction prediction with 1.9M reactions from USPTO patents (1976-2016). Predict the product of the given reaction. (1) The product is: [C:1]([O:5][C:6]([N:8]1[CH2:13][CH2:12][C:11](=[C:14]([C:18]2[CH:23]=[CH:22][CH:21]=[CH:20][CH:19]=2)[C:15]([NH:41][NH2:42])=[O:16])[CH2:10][CH2:9]1)=[O:7])([CH3:4])([CH3:3])[CH3:2]. Given the reactants [C:1]([O:5][C:6]([N:8]1[CH2:13][CH2:12][C:11](=[C:14]([C:18]2[CH:23]=[CH:22][CH:21]=[CH:20][CH:19]=2)[C:15](O)=[O:16])[CH2:10][CH2:9]1)=[O:7])([CH3:4])([CH3:3])[CH3:2].CCN=C=NCCCN(C)C.C1C=CC2N(O)[N:42]=[N:41]C=2C=1.O.NN, predict the reaction product. (2) Given the reactants [C:1]([CH:4]([CH2:15][CH2:16][CH2:17][SH:18])[CH2:5][C:6]1[CH:7]=[C:8]([CH:12]=[CH:13][CH:14]=1)[C:9]([OH:11])=[O:10])(O)=[O:2].C12(CS(O)(=O)=O)C(C)(C)C(CC1)CC2=O, predict the reaction product. The product is: [O:2]=[C:1]1[CH:4]([CH2:5][C:6]2[CH:7]=[C:8]([CH:12]=[CH:13][CH:14]=2)[C:9]([OH:11])=[O:10])[CH2:15][CH2:16][CH2:17][S:18]1. (3) Given the reactants F[P-](F)(F)(F)(F)F.N1(O[P+](N2CCCC2)(N2CCCC2)N2CCCC2)C2C=CC=CC=2N=N1.[CH3:34][C:35]1[C:39]([C:40]2[CH:49]=[C:48]3[C:43]([C:44]([NH:53][C:54]4[CH:59]=[CH:58][CH:57]=[C:56]([C:60]([O:62][CH2:63][CH3:64])=[O:61])[CH:55]=4)=[C:45]([C:50]([OH:52])=O)[CH:46]=[N:47]3)=[CH:42][CH:41]=2)=[C:38]([CH3:65])[O:37][N:36]=1.[CH3:66][O:67][C:68]1[CH:69]=[C:70]([CH:73]=[C:74]([O:76][CH3:77])[CH:75]=1)[CH2:71][NH2:72].C(N(CC)CC)C, predict the reaction product. The product is: [CH3:77][O:76][C:74]1[CH:73]=[C:70]([CH2:71][NH:72][C:50]([C:45]2[CH:46]=[N:47][C:48]3[C:43]([C:44]=2[NH:53][C:54]2[CH:55]=[C:56]([CH:57]=[CH:58][CH:59]=2)[C:60]([O:62][CH2:63][CH3:64])=[O:61])=[CH:42][CH:41]=[C:40]([C:39]2[C:35]([CH3:34])=[N:36][O:37][C:38]=2[CH3:65])[CH:49]=3)=[O:52])[CH:69]=[C:68]([O:67][CH3:66])[CH:75]=1. (4) Given the reactants [C:1]([OH:10])(=[O:9])[C:2]1[C:3](=[CH:5][CH:6]=[CH:7][CH:8]=1)[OH:4].[OH-].O[CH2:13][CH2:14][N+:15]([CH3:18])([CH3:17])[CH3:16], predict the reaction product. The product is: [C:1]([O:10][CH2:13][CH2:14][N+:15]([CH3:18])([CH3:17])[CH3:16])(=[O:9])[C:2]1[C:3](=[CH:5][CH:6]=[CH:7][CH:8]=1)[OH:4].[C:1]([OH:10])(=[O:9])[C:2]1[C:3](=[CH:5][CH:6]=[CH:7][CH:8]=1)[OH:4]. (5) Given the reactants [Br:1][C:2]1[CH:7]=[C:6]([F:8])[CH:5]=[CH:4][C:3]=1[C@@H:9]1[C:14]([C:15]([O:17][C@H:18]([CH3:25])[C:19]([O:21][CH:22]([CH3:24])[CH3:23])=[O:20])=[O:16])=[C:13]([CH2:26]Br)[NH:12][C:11]([C:28]2[S:29][CH:30]=[CH:31][N:32]=2)=[N:10]1.[NH:33]1[CH2:38][CH2:37][O:36][CH2:35][C@H:34]1[C:39]([OH:41])=[O:40].C(=O)([O-])[O-].[K+].[K+], predict the reaction product. The product is: [Br:1][C:2]1[CH:7]=[C:6]([F:8])[CH:5]=[CH:4][C:3]=1[C@@H:9]1[N:10]=[C:11]([C:28]2[S:29][CH:30]=[CH:31][N:32]=2)[NH:12][C:13]([CH2:26][N:33]2[CH2:38][CH2:37][O:36][CH2:35][C@H:34]2[C:39]([OH:41])=[O:40])=[C:14]1[C:15]([O:17][C@@H:18]([CH3:25])[C:19]([O:21][CH:22]([CH3:23])[CH3:24])=[O:20])=[O:16]. (6) Given the reactants [Cl-].[NH4+].[Br:3][C:4]1[CH:12]=[CH:11][C:7]([C:8]([OH:10])=[O:9])=[C:6]([N+:13]([O-])=O)[CH:5]=1, predict the reaction product. The product is: [NH2:13][C:6]1[CH:5]=[C:4]([Br:3])[CH:12]=[CH:11][C:7]=1[C:8]([OH:10])=[O:9]. (7) Given the reactants [CH3:1][O:2][C:3]1[CH:4]=[C:5]2[C:10](=[CH:11][CH:12]=1)[C:9](=[O:13])[CH2:8][CH2:7][CH2:6]2.[C:14](OC)(=[O:19])[C:15]([O:17][CH3:18])=[O:16].C[O-].[Na+].Cl, predict the reaction product. The product is: [OH:19]/[C:14](=[C:8]1\[C:9](=[O:13])[C:10]2[C:5]([CH2:6][CH2:7]\1)=[CH:4][C:3]([O:2][CH3:1])=[CH:12][CH:11]=2)/[C:15]([O:17][CH3:18])=[O:16].